From a dataset of Full USPTO retrosynthesis dataset with 1.9M reactions from patents (1976-2016). Predict the reactants needed to synthesize the given product. (1) Given the product [CH3:23][S:24]([O:15][CH2:14][CH:11]1[CH2:12][CH2:13][N:8]([C:1]([O:3][C:4]([CH3:7])([CH3:6])[CH3:5])=[O:2])[CH2:9][CH2:10]1)(=[O:26])=[O:25], predict the reactants needed to synthesize it. The reactants are: [C:1]([N:8]1[CH2:13][CH2:12][CH:11]([CH2:14][OH:15])[CH2:10][CH2:9]1)([O:3][C:4]([CH3:7])([CH3:6])[CH3:5])=[O:2].CCN(CC)CC.[CH3:23][S:24](Cl)(=[O:26])=[O:25]. (2) The reactants are: C([N:8](CC1C=CC=CC=1)[S:9]([C:12]1[CH:17]=[CH:16][CH:15]=[CH:14][C:13]=1[NH:18][C:19]1[N:23]([C:24]2[CH:29]=[CH:28][CH:27]=[CH:26][C:25]=2[CH3:30])[N:22]=[C:21]([C:31]([CH3:34])([CH3:33])[CH3:32])[CH:20]=1)(=[O:11])=[O:10])C1C=CC=CC=1.OS(O)(=O)=O.[OH-].[Na+]. Given the product [C:31]([C:21]1[CH:20]=[C:19]([NH:18][C:13]2[CH:14]=[CH:15][CH:16]=[CH:17][C:12]=2[S:9]([NH2:8])(=[O:10])=[O:11])[N:23]([C:24]2[CH:29]=[CH:28][CH:27]=[CH:26][C:25]=2[CH3:30])[N:22]=1)([CH3:34])([CH3:33])[CH3:32], predict the reactants needed to synthesize it.